This data is from Catalyst prediction with 721,799 reactions and 888 catalyst types from USPTO. The task is: Predict which catalyst facilitates the given reaction. (1) Reactant: [C:1]([C@@H:4]1[CH2:9][C@H:8]([N:10]([C:15]([C:17]2[N:21]([CH2:22][CH2:23][CH2:24][CH2:25][O:26][CH3:27])[C:20]3[CH:28]=[CH:29][CH:30]=[CH:31][C:19]=3[N:18]=2)=[O:16])[CH2:11][CH:12]([CH3:14])[CH3:13])[CH2:7][N:6]([C:32]([O:34][C:35]([CH3:38])([CH3:37])[CH3:36])=[O:33])[CH2:5]1)(=[O:3])[CH3:2].[BH4-].[Na+]. Product: [OH:3][CH:1]([C@@H:4]1[CH2:9][C@H:8]([N:10]([C:15]([C:17]2[N:21]([CH2:22][CH2:23][CH2:24][CH2:25][O:26][CH3:27])[C:20]3[CH:28]=[CH:29][CH:30]=[CH:31][C:19]=3[N:18]=2)=[O:16])[CH2:11][CH:12]([CH3:13])[CH3:14])[CH2:7][N:6]([C:32]([O:34][C:35]([CH3:38])([CH3:37])[CH3:36])=[O:33])[CH2:5]1)[CH3:2]. The catalyst class is: 8. (2) Reactant: [Cl:1][C:2]1[CH:3]=[CH:4][C:5]2[C:14]3[C:9](=[CH:10][N:11]=[CH:12][C:13]=3F)[C:8](=[O:16])[N:7]([CH3:17])[C:6]=2[CH:18]=1.C1OCCOCCOCCOCCOCC[O:21][CH2:20]1.C[O-].[Na+]. Product: [Cl:1][C:2]1[CH:3]=[CH:4][C:5]2[C:14]3[C:9](=[CH:10][N:11]=[CH:12][C:13]=3[O:21][CH3:20])[C:8](=[O:16])[N:7]([CH3:17])[C:6]=2[CH:18]=1. The catalyst class is: 24.